Dataset: Full USPTO retrosynthesis dataset with 1.9M reactions from patents (1976-2016). Task: Predict the reactants needed to synthesize the given product. (1) Given the product [C:1]([O:5][C:6](=[O:16])[NH:7][C:8]1[CH:13]=[CH:12][C:11]([Cl:14])=[CH:10][C:9]=1[NH:15][C:22](=[O:21])[CH2:23][C:24]([C:26]1[CH:31]=[CH:30][CH:29]=[C:28]([C:32]2[CH:33]=[C:34]([CH3:39])[N:35]=[C:36]([CH3:38])[CH:37]=2)[CH:27]=1)=[O:25])([CH3:4])([CH3:2])[CH3:3], predict the reactants needed to synthesize it. The reactants are: [C:1]([O:5][C:6](=[O:16])[NH:7][C:8]1[CH:13]=[CH:12][C:11]([Cl:14])=[CH:10][C:9]=1[NH2:15])([CH3:4])([CH3:3])[CH3:2].C([O:21][C:22](=O)[CH2:23][C:24]([C:26]1[CH:31]=[CH:30][CH:29]=[C:28]([C:32]2[CH:37]=[C:36]([CH3:38])[N:35]=[C:34]([CH3:39])[CH:33]=2)[CH:27]=1)=[O:25])(C)(C)C. (2) The reactants are: C[O:2][C:3](=O)[C:4]1[CH:9]=[CH:8][C:7]([CH2:10][NH:11][C:12]([N:14]2[CH2:19][CH2:18][CH:17]([CH2:20][C:21]3[CH:26]=[CH:25][CH:24]=[CH:23][CH:22]=3)[CH2:16][CH2:15]2)=[O:13])=[CH:6][CH:5]=1.[CH3:28][N:29](C(ON1N=NC2C=CC=CC1=2)=[N+](C)C)C.F[P-](F)(F)(F)(F)F.CCN(C(C)C)C(C)C.Cl.CN. Given the product [CH2:20]([CH:17]1[CH2:16][CH2:15][N:14]([C:12]([NH:11][CH2:10][C:7]2[CH:6]=[CH:5][C:4]([C:3](=[O:2])[NH:29][CH3:28])=[CH:9][CH:8]=2)=[O:13])[CH2:19][CH2:18]1)[C:21]1[CH:22]=[CH:23][CH:24]=[CH:25][CH:26]=1, predict the reactants needed to synthesize it. (3) The reactants are: [O:1]=[C:2]1[N:8]2[CH2:9][C@@H:4]([CH2:5][CH2:6][C@H:7]2[C:10]([NH:12][CH:13]2[CH2:18][CH2:17][NH:16][CH2:15][CH2:14]2)=[O:11])[N:3]1[O:19][S:20]([O-:23])(=[O:22])=[O:21].C([N+](CCCC)(CCCC)CCCC)CCC.FC(F)(F)C(O)=O. Given the product [O:1]=[C:2]1[N:8]2[CH2:9][C@@H:4]([CH2:5][CH2:6][C@H:7]2[C:10]([NH:12][CH:13]2[CH2:18][CH2:17][NH:16][CH2:15][CH2:14]2)=[O:11])[N:3]1[O:19][S:20]([OH:23])(=[O:22])=[O:21], predict the reactants needed to synthesize it. (4) Given the product [CH3:6][C:5]([NH:15][C:8](=[O:17])[C:9]1[CH:14]=[CH:13][CH:12]=[CH:11][CH:10]=1)([CH3:7])[CH2:4][C:2](=[O:1])[CH3:3], predict the reactants needed to synthesize it. The reactants are: [O:1]=[C:2]([CH:4]=[C:5]([CH3:7])[CH3:6])[CH3:3].[C:8](#[N:15])[C:9]1[CH:14]=[CH:13][CH:12]=[CH:11][CH:10]=1.S(=O)(=O)(O)[OH:17]. (5) Given the product [OH:11][CH:10]([C:6]1[CH:5]=[N:4][CH:9]=[CH:8][CH:7]=1)[CH3:14], predict the reactants needed to synthesize it. The reactants are: C[Mg]Br.[N:4]1[CH:9]=[CH:8][CH:7]=[C:6]([CH:10]=[O:11])[CH:5]=1.[Cl-].[NH4+].[C:14](OCC)(=O)C. (6) Given the product [F:35][C:2]1([F:1])[O:6][C:5]2[CH:7]=[CH:8][C:9]([C:11]3([C:14]([NH:16][C:17]4[N:22]=[C:21]([C:23]5[CH:24]=[N:25][C:26]([O:32][CH3:33])=[C:27]([C:29]([N:37]([CH3:38])[CH3:36])=[O:30])[CH:28]=5)[C:20]([CH3:34])=[CH:19][CH:18]=4)=[O:15])[CH2:12][CH2:13]3)=[CH:10][C:4]=2[O:3]1, predict the reactants needed to synthesize it. The reactants are: [F:1][C:2]1([F:35])[O:6][C:5]2[CH:7]=[CH:8][C:9]([C:11]3([C:14]([NH:16][C:17]4[N:22]=[C:21]([C:23]5[CH:24]=[N:25][C:26]([O:32][CH3:33])=[C:27]([C:29](O)=[O:30])[CH:28]=5)[C:20]([CH3:34])=[CH:19][CH:18]=4)=[O:15])[CH2:13][CH2:12]3)=[CH:10][C:4]=2[O:3]1.[CH3:36][NH:37][CH3:38].C(N(CC)CC)C.CN(C(ON1N=NC2C=CC=NC1=2)=[N+](C)C)C.F[P-](F)(F)(F)(F)F. (7) The reactants are: [CH3:1][O:2][C@H:3]1[CH2:13][CH2:12][CH2:11][C@H:10]2[C:4]1=[C:5]([C:25]([O:27][CH2:28][CH:29]=[CH2:30])=[O:26])[N:6]1[C@H:9]2[C@@H:8]([C@H:14]([O:19][Si](C)(C)C)[C:15]([F:18])([F:17])[F:16])[C:7]1=[O:24].CC(O)=O.[N+](CCCC)(CCCC)(CCCC)CCCC.[F-]. Given the product [CH3:1][O:2][C@H:3]1[CH2:13][CH2:12][CH2:11][C@H:10]2[C:4]1=[C:5]([C:25]([O:27][CH2:28][CH:29]=[CH2:30])=[O:26])[N:6]1[C@H:9]2[C@@H:8]([C@H:14]([OH:19])[C:15]([F:18])([F:16])[F:17])[C:7]1=[O:24], predict the reactants needed to synthesize it.